From a dataset of Peptide-MHC class I binding affinity with 185,985 pairs from IEDB/IMGT. Regression. Given a peptide amino acid sequence and an MHC pseudo amino acid sequence, predict their binding affinity value. This is MHC class I binding data. (1) The peptide sequence is KETVEKAVAT. The MHC is Mamu-A11 with pseudo-sequence Mamu-A11. The binding affinity (normalized) is 0.153. (2) The peptide sequence is LIFHFFLFL. The MHC is HLA-A02:01 with pseudo-sequence HLA-A02:01. The binding affinity (normalized) is 0.337. (3) The peptide sequence is RLFMALVAF. The MHC is HLA-A32:01 with pseudo-sequence HLA-A32:01. The binding affinity (normalized) is 0.869. (4) The peptide sequence is IAESFYDLF. The MHC is H-2-Db with pseudo-sequence H-2-Db. The binding affinity (normalized) is 0.0280.